From a dataset of NCI-60 drug combinations with 297,098 pairs across 59 cell lines. Regression. Given two drug SMILES strings and cell line genomic features, predict the synergy score measuring deviation from expected non-interaction effect. (1) Drug 1: C1CN(CCN1C(=O)CCBr)C(=O)CCBr. Drug 2: CC(C)NC(=O)C1=CC=C(C=C1)CNNC.Cl. Cell line: HCT-15. Synergy scores: CSS=17.6, Synergy_ZIP=2.32, Synergy_Bliss=3.64, Synergy_Loewe=3.42, Synergy_HSA=4.19. (2) Drug 1: C1=NC2=C(N=C(N=C2N1C3C(C(C(O3)CO)O)F)Cl)N. Drug 2: CC1=C(C(=O)C2=C(C1=O)N3CC4C(C3(C2COC(=O)N)OC)N4)N. Cell line: NCIH23. Synergy scores: CSS=37.7, Synergy_ZIP=2.10, Synergy_Bliss=1.97, Synergy_Loewe=-6.82, Synergy_HSA=-1.17. (3) Drug 1: CC(C1=C(C=CC(=C1Cl)F)Cl)OC2=C(N=CC(=C2)C3=CN(N=C3)C4CCNCC4)N. Drug 2: C1CN(P(=O)(OC1)NCCCl)CCCl. Cell line: A498. Synergy scores: CSS=9.66, Synergy_ZIP=-0.407, Synergy_Bliss=3.19, Synergy_Loewe=-6.58, Synergy_HSA=2.11. (4) Drug 1: CC(CN1CC(=O)NC(=O)C1)N2CC(=O)NC(=O)C2. Drug 2: CC1CCC2CC(C(=CC=CC=CC(CC(C(=O)C(C(C(=CC(C(=O)CC(OC(=O)C3CCCCN3C(=O)C(=O)C1(O2)O)C(C)CC4CCC(C(C4)OC)O)C)C)O)OC)C)C)C)OC. Cell line: SK-MEL-28. Synergy scores: CSS=24.1, Synergy_ZIP=-3.56, Synergy_Bliss=-2.51, Synergy_Loewe=-1.35, Synergy_HSA=1.92. (5) Drug 1: CC1=C(C(CCC1)(C)C)C=CC(=CC=CC(=CC(=O)O)C)C. Drug 2: CC1=C2C(C(=O)C3(C(CC4C(C3C(C(C2(C)C)(CC1OC(=O)C(C(C5=CC=CC=C5)NC(=O)OC(C)(C)C)O)O)OC(=O)C6=CC=CC=C6)(CO4)OC(=O)C)O)C)O. Cell line: MDA-MB-231. Synergy scores: CSS=21.1, Synergy_ZIP=7.78, Synergy_Bliss=11.3, Synergy_Loewe=11.4, Synergy_HSA=10.7.